Dataset: Catalyst prediction with 721,799 reactions and 888 catalyst types from USPTO. Task: Predict which catalyst facilitates the given reaction. (1) Reactant: Cl[C:2]1[CH:3]=[C:4]([CH:6]=[C:7](Cl)[CH:8]=1)[NH2:5].[CH2:10]([C:12](=O)[C:13]([O-:15])=[O:14])[CH3:11].C1[C:25]2[C:20](=[CH:21][CH:22]=[CH:23][CH:24]=2)[CH:19]=C1.F[C:27](F)(F)[C:28](O)=O. Product: [CH2:27]([O:15][C:13]([CH:12]1[CH:10]2[CH2:19][C:20]3[C:25]([CH:11]2[C:6]2[C:4](=[CH:3][CH:2]=[CH:8][CH:7]=2)[NH:5]1)=[CH:24][CH:23]=[CH:22][CH:21]=3)=[O:14])[CH3:28]. The catalyst class is: 10. (2) Reactant: Cl.Cl.[NH2:3][C:4]1[NH:5][C:6]2[NH:7][CH2:8][CH:9]([CH:15]([OH:19])[CH:16]([OH:18])[CH3:17])[NH:10][C:11]=2[C:12](=[O:14])[N:13]=1.C(O[C:24](=[O:26])[CH3:25])(=O)C. Product: [C:12]([O:18][CH:16]([CH3:17])[CH:15]([O:19][C:24](=[O:26])[CH3:25])[CH:9]1[CH2:8][NH:7][C:6]2[N:5]=[C:4]([NH2:3])[NH:13][C:12](=[O:14])[C:11]=2[N:10]1[C:16](=[O:18])[CH3:15])(=[O:14])[CH3:11]. The catalyst class is: 15. (3) Reactant: [CH2:1]([N:3]([CH2:6][CH3:7])[CH2:4][CH3:5])[CH3:2].[C:8]([OH:11])(=[O:10])[CH3:9]. Product: [C:8]([O-:11])(=[O:10])[CH3:9].[CH2:1]([NH+:3]([CH2:6][CH3:7])[CH2:4][CH3:5])[CH3:2]. The catalyst class is: 6. (4) Reactant: [Cl:1][C:2]1[C:3]([F:22])=[C:4]([CH:6]=[CH:7][C:8]=1[O:9][C:10]1[CH:15]=[CH:14][N:13]=[C:12]([C:16]2[CH:17]=[N:18][N:19]([CH3:21])[CH:20]=2)[CH:11]=1)[NH2:5].[O:23]=[C:24]1[N:28]([CH:29]2[CH2:34][CH2:33][O:32][CH2:31][CH2:30]2)[CH2:27][CH2:26][N:25]1[C:35](Cl)=[O:36].O. Product: [Cl:1][C:2]1[C:3]([F:22])=[C:4]([NH:5][C:35]([N:25]2[CH2:26][CH2:27][N:28]([CH:29]3[CH2:34][CH2:33][O:32][CH2:31][CH2:30]3)[C:24]2=[O:23])=[O:36])[CH:6]=[CH:7][C:8]=1[O:9][C:10]1[CH:15]=[CH:14][N:13]=[C:12]([C:16]2[CH:17]=[N:18][N:19]([CH3:21])[CH:20]=2)[CH:11]=1. The catalyst class is: 2. (5) Reactant: [CH2:1]([CH:8]1[CH2:13][CH2:12][N:11]([C:14]2[N:19]=[CH:18][N:17]=[C:16]([NH:20][NH:21][C:22](=[O:27])[CH2:23][CH:24]3[CH2:26][CH2:25]3)[CH:15]=2)[CH2:10][CH2:9]1)[C:2]1[CH:7]=[CH:6][CH:5]=[CH:4][CH:3]=1.C1C(=O)N([Cl:35])C(=O)C1.S(=O)(=O)(O)[O-].[Na+]. Product: [CH2:1]([CH:8]1[CH2:13][CH2:12][N:11]([C:14]2[N:19]=[CH:18][N:17]=[C:16]([NH:20][NH:21][C:22](=[O:27])[CH2:23][CH:24]3[CH2:26][CH2:25]3)[C:15]=2[Cl:35])[CH2:10][CH2:9]1)[C:2]1[CH:7]=[CH:6][CH:5]=[CH:4][CH:3]=1. The catalyst class is: 124.